From a dataset of Reaction yield outcomes from USPTO patents with 853,638 reactions. Predict the reaction yield, written as a fraction of the theoretical maximum amount of product (1.0 means a 100% yield; for example, 0.34 means a 34% yield). (1) The reactants are [Cl:1][C:2]1[CH:7]=[C:6]([F:8])[CH:5]=[CH:4][C:3]=1[NH:9][S:10]([CH:13]1[C:18]([C:19]([O:21][CH2:22][CH3:23])=[O:20])=[CH:17][C:16]([O:26][CH3:27])([O:24][CH3:25])[CH2:15][CH2:14]1)(=[O:12])=[O:11].OC[CH:30]([NH:33][C:34](=[O:36])[CH3:35])CO.C(O[Si](C)(C)C)(C)C.FC(F)(F)S(O[Si](C)(C)C)(=O)=O.C(=O)([O-])O.[Na+]. The catalyst is ClCCl. The product is [C:34]([NH:33][CH:30]1[CH2:25][O:24][C:16]2([CH2:15][CH2:14][CH:13]([S:10](=[O:11])(=[O:12])[NH:9][C:3]3[CH:4]=[CH:5][C:6]([F:8])=[CH:7][C:2]=3[Cl:1])[C:18]([C:19]([O:21][CH2:22][CH3:23])=[O:20])=[CH:17]2)[O:26][CH2:27]1)(=[O:36])[CH3:35]. The yield is 0.500. (2) The reactants are [N+:1]([C:4]1[C:13]2[C:12](=[O:14])O[C:10]([CH3:15])=[N:9][C:8]=2[CH:7]=[CH:6][CH:5]=1)([O-:3])=[O:2].Cl.[NH2:17][CH:18]1[CH2:23][CH2:22][C:21](=[O:24])[NH:20][C:19]1=[O:25].CO. The catalyst is N1C=CC=CC=1. The product is [CH3:15][C:10]1[N:17]([CH:18]2[CH2:23][CH2:22][C:21](=[O:24])[NH:20][C:19]2=[O:25])[C:12](=[O:14])[C:13]2[C:8](=[CH:7][CH:6]=[CH:5][C:4]=2[N+:1]([O-:3])=[O:2])[N:9]=1. The yield is 0.270. (3) The reactants are [CH2:1]([NH:8][C:9]1[CH:13]=[C:12]([C:14]2[CH:19]=[CH:18][CH:17]=[CH:16][CH:15]=2)[S:11][C:10]=1[C:20]([O-:22])=[O:21])[C:2]1[CH:7]=[CH:6][CH:5]=[CH:4][CH:3]=1.[Na+].[CH:24]1([C:27](Cl)=[O:28])[CH2:26][CH2:25]1.O1CCOCC1. The catalyst is O. The product is [CH2:1]([N:8]([C:27]([CH:24]1[CH2:26][CH2:25]1)=[O:28])[C:9]1[CH:13]=[C:12]([C:14]2[CH:19]=[CH:18][CH:17]=[CH:16][CH:15]=2)[S:11][C:10]=1[C:20]([OH:22])=[O:21])[C:2]1[CH:7]=[CH:6][CH:5]=[CH:4][CH:3]=1. The yield is 0.315. (4) The reactants are [CH3:1][S:2]([CH2:5][C:6](=[CH2:10])[C:7]([OH:9])=[O:8])(=[O:4])=[O:3]. The catalyst is CO.[Pd]. The product is [CH3:10][CH:6]([CH2:5][S:2]([CH3:1])(=[O:4])=[O:3])[C:7]([OH:9])=[O:8]. The yield is 0.960. (5) The reactants are [NH2:1][C@H:2]1[CH2:7][CH2:6][N:5]([C:8]([O:10][C:11]([CH3:14])([CH3:13])[CH3:12])=[O:9])[CH2:4][C@H:3]1[O:15][CH2:16][C:17]1[CH:22]=[CH:21][CH:20]=[CH:19][CH:18]=1.[NH:23]1[CH:27]=[CH:26][N:25]=[C:24]1[C:28](O)=[O:29].CCN=C=NCCCN(C)C. The catalyst is CC(N(C)C)=O.CN(C1C=CN=CC=1)C.ClCCl. The product is [CH2:16]([O:15][C@H:3]1[C@@H:2]([NH:1][C:28]([C:24]2[NH:23][CH:27]=[CH:26][N:25]=2)=[O:29])[CH2:7][CH2:6][N:5]([C:8]([O:10][C:11]([CH3:14])([CH3:13])[CH3:12])=[O:9])[CH2:4]1)[C:17]1[CH:18]=[CH:19][CH:20]=[CH:21][CH:22]=1. The yield is 0.460.